From a dataset of Tyrosyl-DNA phosphodiesterase HTS with 341,365 compounds. Binary Classification. Given a drug SMILES string, predict its activity (active/inactive) in a high-throughput screening assay against a specified biological target. (1) The result is 0 (inactive). The molecule is Clc1ccc(Nc2sc3ncccc3n2)cc1. (2) The molecule is S1C(NC(=O)c2c3c(nc(c4ccc(CCC)cc4)c2)cccc3)=NCC1. The result is 0 (inactive).